Dataset: Reaction yield outcomes from USPTO patents with 853,638 reactions. Task: Predict the reaction yield, written as a fraction of the theoretical maximum amount of product (1.0 means a 100% yield; for example, 0.34 means a 34% yield). The reactants are ClC(Cl)(O[C:5](=[O:11])OC(Cl)(Cl)Cl)Cl.[CH2:13]([C:16]1([CH2:35][CH:36]=[CH2:37])[C:33](=[O:34])[N:19]2[CH2:20][CH2:21][NH:22][C@@H:23]([C:24]3[CH:29]=[CH:28][C:27]([O:30][CH3:31])=[CH:26][C:25]=3[CH3:32])[C@@H:18]2[CH2:17]1)[CH:14]=[CH2:15].[F:38][C:39]([F:55])([F:54])[C:40]1[CH:41]=[C:42]([C@H:50]([NH:52][CH3:53])[CH3:51])[CH:43]=[C:44]([C:46]([F:49])([F:48])[F:47])[CH:45]=1. The catalyst is CCOC(C)=O.CN(C1C=CN=CC=1)C. The product is [CH2:35]([C:16]1([CH2:13][CH:14]=[CH2:15])[C:33](=[O:34])[N:19]2[CH2:20][CH2:21][N:22]([C:5]([N:52]([C@@H:50]([C:42]3[CH:43]=[C:44]([C:46]([F:47])([F:48])[F:49])[CH:45]=[C:40]([C:39]([F:38])([F:54])[F:55])[CH:41]=3)[CH3:51])[CH3:53])=[O:11])[C@@H:23]([C:24]3[CH:29]=[CH:28][C:27]([O:30][CH3:31])=[CH:26][C:25]=3[CH3:32])[C@@H:18]2[CH2:17]1)[CH:36]=[CH2:37]. The yield is 0.310.